From a dataset of Reaction yield outcomes from USPTO patents with 853,638 reactions. Predict the reaction yield, written as a fraction of the theoretical maximum amount of product (1.0 means a 100% yield; for example, 0.34 means a 34% yield). The reactants are [CH:1]1([OH:9])[CH2:8][CH2:7][CH2:6][CH2:5][CH2:4][CH:3]=[CH:2]1.C(OC)(=O)C1C=CC=CC=1. The catalyst is ClCCl. The product is [CH:1]1([OH:9])[CH2:8][CH2:7][CH2:6][CH2:5][CH2:4][CH:3]=[CH:2]1. The yield is 0.184.